Predict the reactants needed to synthesize the given product. From a dataset of Full USPTO retrosynthesis dataset with 1.9M reactions from patents (1976-2016). (1) The reactants are: [C:1]([O:8][CH:9]1[CH:14]([CH:15]([CH3:17])[CH3:16])[CH2:13][CH2:12][CH:11]([CH3:18])[CH2:10]1)(=[O:7])[CH2:2][CH2:3][C:4]([O-:6])=[O:5].C(=O)([O-])[O-].[Na+:23].[Na+]. Given the product [C:1]([O:8][CH:9]1[CH:14]([CH:15]([CH3:17])[CH3:16])[CH2:13][CH2:12][CH:11]([CH3:18])[CH2:10]1)(=[O:7])[CH2:2][CH2:3][C:4]([O-:6])=[O:5].[Na+:23], predict the reactants needed to synthesize it. (2) Given the product [C:11]([CH:13]1[CH2:18][CH2:17][N:16]([C:19]2[N:28]=[C:27]([NH:29][CH2:30][C:31]3[CH:36]=[CH:35][C:34]([O:37][CH3:38])=[C:33]([Cl:39])[CH:32]=3)[C:26]3[C:21](=[CH:22][CH:23]=[C:24]([C:40]#[N:41])[CH:25]=3)[N:20]=2)[CH2:15][CH2:14]1)([OH:12])=[O:10], predict the reactants needed to synthesize it. The reactants are: O1CCCC1.[OH-].[Na+].C([O:10][C:11]([CH:13]1[CH2:18][CH2:17][N:16]([C:19]2[N:28]=[C:27]([NH:29][CH2:30][C:31]3[CH:36]=[CH:35][C:34]([O:37][CH3:38])=[C:33]([Cl:39])[CH:32]=3)[C:26]3[C:21](=[CH:22][CH:23]=[C:24]([C:40]#[N:41])[CH:25]=3)[N:20]=2)[CH2:15][CH2:14]1)=[O:12])C.Cl. (3) Given the product [Cl:1][C:2]1[CH:3]=[CH:4][C:5]2[NH:11][C:10]3[CH:12]=[CH:13][CH:14]=[CH:15][C:9]=3[C:8]([CH:2]3[CH2:3][CH2:4][CH2:5][CH2:6][CH2:17]3)=[N:7][C:6]=2[CH:17]=1, predict the reactants needed to synthesize it. The reactants are: [Cl:1][C:2]1[CH:3]=[CH:4][C:5]2[NH:11][C:10]3[CH:12]=[CH:13][CH:14]=[CH:15][C:9]=3[C:8](Cl)=[N:7][C:6]=2[CH:17]=1. (4) The reactants are: [CH:1]([O:4][CH2:5][CH2:6][O:7][CH2:8][CH2:9][O:10][C:11]1[CH:16]=[CH:15][C:14]([OH:17])=[CH:13][CH:12]=1)([CH3:3])[CH3:2].[C:18]([C:21]1[CH:28]=[CH:27][C:24]([C:25]#[N:26])=[CH:23][C:22]=1F)(=[O:20])[CH3:19]. Given the product [C:18]([C:21]1[CH:28]=[CH:27][C:24]([C:25]#[N:26])=[CH:23][C:22]=1[O:17][C:14]1[CH:15]=[CH:16][C:11]([O:10][CH2:9][CH2:8][O:7][CH2:6][CH2:5][O:4][CH:1]([CH3:3])[CH3:2])=[CH:12][CH:13]=1)(=[O:20])[CH3:19], predict the reactants needed to synthesize it. (5) Given the product [CH2:12]([O:19][C:20]1[CH:21]=[C:22]([C:2]2[C:10]3[C:5](=[N:6][CH:7]=[N:8][C:9]=3[NH2:11])[NH:4][N:3]=2)[CH:23]=[C:24]([F:26])[CH:25]=1)[C:13]1[CH:14]=[CH:15][CH:16]=[CH:17][CH:18]=1, predict the reactants needed to synthesize it. The reactants are: I[C:2]1[C:10]2[C:5](=[N:6][CH:7]=[N:8][C:9]=2[NH2:11])[NH:4][N:3]=1.[CH2:12]([O:19][C:20]1[CH:21]=[C:22](B(O)O)[CH:23]=[C:24]([F:26])[CH:25]=1)[C:13]1[CH:18]=[CH:17][CH:16]=[CH:15][CH:14]=1. (6) Given the product [CH3:31][N:32]1[CH2:37][CH2:36][N:35]([CH2:38][C:39]2[CH:47]=[CH:46][C:42]([C:43]([NH:7][C:8]3[CH:9]=[CH:10][C:11]([CH2:27][OH:28])=[C:12]([NH:14][C:15]4[N:20]=[C:19]([C:21]5[CH:22]=[N:23][CH:24]=[CH:25][CH:26]=5)[CH:18]=[CH:17][N:16]=4)[CH:13]=3)=[O:44])=[CH:41][CH:40]=2)[CH2:34][CH2:33]1, predict the reactants needed to synthesize it. The reactants are: CCCP(=O)=O.[NH2:7][C:8]1[CH:9]=[CH:10][C:11]([CH2:27][OH:28])=[C:12]([NH:14][C:15]2[N:20]=[C:19]([C:21]3[CH:22]=[N:23][CH:24]=[CH:25][CH:26]=3)[CH:18]=[CH:17][N:16]=2)[CH:13]=1.Cl.Cl.[CH3:31][N:32]1[CH2:37][CH2:36][N:35]([CH2:38][C:39]2[CH:47]=[CH:46][C:42]([C:43](O)=[O:44])=[CH:41][CH:40]=2)[CH2:34][CH2:33]1.C(N(CC)CC)C.